Dataset: Full USPTO retrosynthesis dataset with 1.9M reactions from patents (1976-2016). Task: Predict the reactants needed to synthesize the given product. (1) Given the product [C:1]1([CH3:11])[CH:6]=[CH:5][C:4]([S:7]([O:19][CH2:18][C@H:16]2[CH2:15][O:14][C:13]([CH3:20])([CH3:12])[O:17]2)(=[O:9])=[O:8])=[CH:3][CH:2]=1, predict the reactants needed to synthesize it. The reactants are: [C:1]1([CH3:11])[CH:6]=[CH:5][C:4]([S:7](Cl)(=[O:9])=[O:8])=[CH:3][CH:2]=1.[CH3:12][C:13]1([CH3:20])[O:17][C@@H:16]([CH2:18][OH:19])[CH2:15][O:14]1. (2) Given the product [C:1]([O:5][C:6]([N:8]1[CH2:13][CH2:12][CH:11]([CH2:14][CH2:15][CH2:16][CH2:17][C:18]2[CH:23]=[CH:22][C:21]([NH:24][C:32](=[O:34])[CH3:33])=[CH:20][CH:19]=2)[CH2:10][CH2:9]1)=[O:7])([CH3:4])([CH3:2])[CH3:3], predict the reactants needed to synthesize it. The reactants are: [C:1]([O:5][C:6]([N:8]1[CH2:13][CH2:12][CH:11]([CH2:14][CH2:15][CH2:16][CH2:17][C:18]2[CH:23]=[CH:22][C:21]([NH2:24])=[CH:20][CH:19]=2)[CH2:10][CH2:9]1)=[O:7])([CH3:4])([CH3:3])[CH3:2].CCN(CC)CC.[C:32](Cl)(=[O:34])[CH3:33]. (3) Given the product [N+:13]([C:7]1[CH:12]=[CH:11][CH:10]=[CH:9][CH:8]=1)([O-:16])=[O:14], predict the reactants needed to synthesize it. The reactants are: S(=O)(=O)(O)O.N[C:7]1[CH:12]=[CH:11][CH:10]=[CH:9][CH:8]=1.[N+:13]([O-:16])(O)=[O:14].C(=O)([O-])[O-].[K+].[K+]. (4) Given the product [Cl:1][C:2]1[C:3]([CH3:21])=[C:4]([S:8]([NH:11][C:12]2[S:13][C:14]([CH2:17][C:18]([N:40]3[CH2:45][CH2:44][O:43][CH2:42][CH2:41]3)=[O:20])=[CH:15][N:16]=2)(=[O:9])=[O:10])[CH:5]=[CH:6][CH:7]=1, predict the reactants needed to synthesize it. The reactants are: [Cl:1][C:2]1[C:3]([CH3:21])=[C:4]([S:8]([NH:11][C:12]2[S:13][C:14]([CH2:17][C:18]([OH:20])=O)=[CH:15][N:16]=2)(=[O:10])=[O:9])[CH:5]=[CH:6][CH:7]=1.CCN=C=NCCCN(C)C.C(N(CC)CC)C.[NH:40]1[CH2:45][CH2:44][O:43][CH2:42][CH2:41]1. (5) Given the product [OH:16][CH2:15][C:14]1[CH:13]=[CH:12][C:11]([N:8]2[CH2:7][CH2:6][CH:5]([NH:4][C:1](=[O:3])[CH3:2])[CH2:10][CH2:9]2)=[CH:21][CH:20]=1, predict the reactants needed to synthesize it. The reactants are: [C:1]([NH:4][CH:5]1[CH2:10][CH2:9][N:8]([C:11]2[CH:21]=[CH:20][C:14]([C:15](OCC)=[O:16])=[CH:13][CH:12]=2)[CH2:7][CH2:6]1)(=[O:3])[CH3:2].CC(C[AlH]CC(C)C)C. (6) The reactants are: [Cl:1][C:2]1[CH:3]=[CH:4][C:5]([OH:20])=[C:6]([C:8]2[CH:9]=[N:10][N:11]([C:13]([O:15][C:16]([CH3:19])([CH3:18])[CH3:17])=[O:14])[CH:12]=2)[CH:7]=1.[Cl:21][C:22]1[CH:23]=[C:24]([S:29]([N:32]([CH2:38][C:39]2[CH:44]=[CH:43][C:42]([O:45][CH3:46])=[CH:41][C:40]=2[O:47][CH3:48])[C:33]2[S:37][N:36]=[CH:35][N:34]=2)(=[O:31])=[O:30])[CH:25]=[CH:26][C:27]=1F.C(=O)([O-])[O-].[K+].[K+]. Given the product [Cl:1][C:2]1[CH:3]=[CH:4][C:5]([O:20][C:27]2[CH:26]=[CH:25][C:24]([S:29]([N:32]([CH2:38][C:39]3[CH:44]=[CH:43][C:42]([O:45][CH3:46])=[CH:41][C:40]=3[O:47][CH3:48])[C:33]3[S:37][N:36]=[CH:35][N:34]=3)(=[O:30])=[O:31])=[CH:23][C:22]=2[Cl:21])=[C:6]([C:8]2[CH:9]=[N:10][N:11]([C:13]([O:15][C:16]([CH3:17])([CH3:19])[CH3:18])=[O:14])[CH:12]=2)[CH:7]=1, predict the reactants needed to synthesize it.